From a dataset of Peptide-MHC class I binding affinity with 185,985 pairs from IEDB/IMGT. Regression. Given a peptide amino acid sequence and an MHC pseudo amino acid sequence, predict their binding affinity value. This is MHC class I binding data. (1) The peptide sequence is KFNPMKTYI. The MHC is Mamu-B17 with pseudo-sequence Mamu-B17. The binding affinity (normalized) is 0. (2) The peptide sequence is LPFLKSLAI. The MHC is HLA-B35:01 with pseudo-sequence HLA-B35:01. The binding affinity (normalized) is 0.644. (3) The peptide sequence is LLHCVTESY. The MHC is HLA-A68:01 with pseudo-sequence HLA-A68:01. The binding affinity (normalized) is 0.129. (4) The peptide sequence is IAPWYAFAL. The MHC is BoLA-AW10 with pseudo-sequence BoLA-AW10. The binding affinity (normalized) is 0.381.